Task: Predict the reactants needed to synthesize the given product.. Dataset: Full USPTO retrosynthesis dataset with 1.9M reactions from patents (1976-2016) (1) Given the product [O:19]=[C:20]1[CH:21]=[C:25]([CH:27]2[CH2:32][CH2:31][N:30]([C:33]([O:35][C:36]([CH3:39])([CH3:38])[CH3:37])=[O:34])[CH2:29][CH2:28]2)[N:10]2[N:11]=[C:12]3[C:8]([C:7]([C:1]4[CH:2]=[CH:3][CH:4]=[CH:5][CH:6]=4)=[CH:15][CH:14]=[CH:13]3)=[C:9]2[NH:16]1, predict the reactants needed to synthesize it. The reactants are: [C:1]1([C:7]2[CH:15]=[CH:14][CH:13]=[C:12]3[C:8]=2[C:9]([NH2:16])=[N:10][NH:11]3)[CH:6]=[CH:5][CH:4]=[CH:3][CH:2]=1.CC1(C)OC(=O)[CH:21]([C:25]([CH:27]2[CH2:32][CH2:31][N:30]([C:33]([O:35][C:36]([CH3:39])([CH3:38])[CH3:37])=[O:34])[CH2:29][CH2:28]2)=O)[C:20](=O)[O:19]1.P([O-])([O-])([O-])=O.[K+].[K+].[K+]. (2) Given the product [O:2]=[CH:3][CH2:4][NH:5][C:6]([C:8]1[N:9]=[C:10]2[CH:19]=[CH:18][C:17]3[C:16]([C:20]([F:21])([F:22])[F:23])=[CH:15][C:14]([C:24]([F:25])([F:26])[F:27])=[N:13][C:12]=3[N:11]2[CH:28]=1)=[O:7], predict the reactants needed to synthesize it. The reactants are: C[O:2][CH:3](OC)[CH2:4][NH:5][C:6]([C:8]1[N:9]=[C:10]2[CH:19]=[CH:18][C:17]3[C:16]([C:20]([F:23])([F:22])[F:21])=[CH:15][C:14]([C:24]([F:27])([F:26])[F:25])=[N:13][C:12]=3[N:11]2[CH:28]=1)=[O:7].FC(F)(F)C(O)=O.